This data is from Forward reaction prediction with 1.9M reactions from USPTO patents (1976-2016). The task is: Predict the product of the given reaction. (1) Given the reactants [CH3:1][N:2]1[C:7]2=[CH:8][S:9][C:10](C)=[C:6]2[C:5](=[O:12])[N:4]([CH3:13])[C:3]1=[O:14].[Br:15][C:16]1[CH:21]=[CH:20][C:19]([N:22]2[CH:26]=[CH:25][C:24]([NH2:27])=[N:23]2)=[CH:18][CH:17]=1.CCN=C=NC[CH2:34][CH2:35]N(C)C.Cl.C1C=CC2N([OH:49])N=NC=2C=1, predict the reaction product. The product is: [Br:15][C:16]1[CH:17]=[CH:18][C:19]([N:22]2[CH:26]=[CH:25][C:24]([NH:27][C:34](=[O:49])[CH2:35][C:7]3[C:6]4[C:5](=[O:12])[N:4]([CH3:13])[C:3](=[O:14])[N:2]([CH3:1])[C:10]=4[S:9][CH:8]=3)=[N:23]2)=[CH:20][CH:21]=1. (2) Given the reactants [CH:1]1([CH:6](O)[CH2:7][NH:8][C:9](=[O:15])[O:10][C:11]([CH3:14])([CH3:13])[CH3:12])[CH2:5][CH2:4][CH2:3][CH2:2]1.[C:17]1(P(C2C=CC=CC=2)C2C=CC=CC=2)C=CC=CC=1.[C:36]1(=[O:46])[NH:40][C:39](=[O:41])[C:38]2=[CH:42][CH:43]=[CH:44][CH:45]=[C:37]12, predict the reaction product. The product is: [CH:1]1([CH:6]([N:40]2[C:36](=[O:46])[C:37]3[C:38](=[CH:42][CH:43]=[CH:44][CH:45]=3)[C:39]2=[O:41])[CH2:7][NH:8][C:9](=[O:15])[O:10][C:11]([CH3:12])([CH3:13])[CH3:14])[CH2:17][CH2:2][CH2:3][CH2:4][CH2:5]1. (3) The product is: [N:7]1[CH:8]=[CH:9][C:4]([CH:2]([OH:1])[CH2:3][N:19]2[CH2:20][CH2:21][N:16]([C:11]3[CH:12]=[N:13][CH:14]=[CH:15][N:10]=3)[CH2:17][CH2:18]2)=[CH:5][CH:6]=1. Given the reactants [O:1]1[CH2:3][CH:2]1[C:4]1[CH:9]=[CH:8][N:7]=[CH:6][CH:5]=1.[N:10]1[CH:15]=[CH:14][N:13]=[CH:12][C:11]=1[N:16]1[CH2:21][CH2:20][NH:19][CH2:18][CH2:17]1, predict the reaction product. (4) Given the reactants [Br:1][C:2]1[CH:3]=[CH:4][C:5]([O:9][CH3:10])=[N+:6]([O-])[CH:7]=1.[N+:11]([O-])([OH:13])=[O:12].C(=O)([O-])[O-].[K+].[K+], predict the reaction product. The product is: [Br:1][C:2]1[C:3]([N+:11]([O-:13])=[O:12])=[CH:4][C:5]([O:9][CH3:10])=[N:6][CH:7]=1. (5) Given the reactants [C:1]([N:4]1[C:13]2[C:8](=[CH:9][C:10]([C:14]([NH:16][CH3:17])=[O:15])=[CH:11][CH:12]=2)[CH:7]([NH2:18])[CH:6]([CH3:19])[CH:5]1[CH2:20][CH3:21])(=[O:3])[CH3:2].Cl[C:23]1[N:24]=[CH:25][C:26]([C:29]#[N:30])=[N:27][CH:28]=1.CCN(C(C)C)C(C)C, predict the reaction product. The product is: [C:1]([N:4]1[C:13]2[C:8](=[CH:9][C:10]([C:14]([NH:16][CH3:17])=[O:15])=[CH:11][CH:12]=2)[CH:7]([NH:18][C:23]2[CH:28]=[N:27][C:26]([C:29]#[N:30])=[CH:25][N:24]=2)[CH:6]([CH3:19])[CH:5]1[CH2:20][CH3:21])(=[O:3])[CH3:2]. (6) Given the reactants [CH:1]([NH:3][NH2:4])=O.[N:5]([CH2:8][C:9]1[O:10][CH:11]=[CH:12][CH:13]=1)=[C:6]=[S:7].C(O)C, predict the reaction product. The product is: [O:10]1[CH:11]=[CH:12][CH:13]=[C:9]1[CH2:8][N:5]1[CH:1]=[N:3][N:4]=[C:6]1[SH:7]. (7) Given the reactants [NH2:1][CH2:2][CH2:3][CH2:4][S:5][C:6]1[S:10][C:9]([NH:11][C:12]([N:14]2[C:30]3[C:25](=[CH:26][C:27]([Cl:31])=[CH:28][CH:29]=3)[C:16]3([CH2:20][CH2:19][N:18]([C:21]([O:23][CH3:24])=[O:22])[CH2:17]3)[CH2:15]2)=[O:13])=[N:8][CH:7]=1.[CH3:32][S:33](Cl)(=[O:35])=[O:34], predict the reaction product. The product is: [Cl:31][C:27]1[CH:26]=[C:25]2[C:16]3([CH2:20][CH2:19][N:18]([C:21]([O:23][CH3:24])=[O:22])[CH2:17]3)[CH2:15][N:14]([C:12](=[O:13])[NH:11][C:9]3[S:10][C:6]([S:5][CH2:4][CH2:3][CH2:2][NH:1][S:33]([CH3:32])(=[O:35])=[O:34])=[CH:7][N:8]=3)[C:30]2=[CH:29][CH:28]=1. (8) Given the reactants [C:1]([Si:5]([O:8][C:9]1[CH:14]=[CH:13][C:12]([F:15])=[C:11]([CH3:16])[CH:10]=1)([CH3:7])[CH3:6])([CH3:4])([CH3:3])[CH3:2].[Br:17]N1C(=O)CCC1=O, predict the reaction product. The product is: [Br:17][CH2:16][C:11]1[CH:10]=[C:9]([CH:14]=[CH:13][C:12]=1[F:15])[O:8][Si:5]([C:1]([CH3:4])([CH3:3])[CH3:2])([CH3:7])[CH3:6]. (9) Given the reactants C1(C2C=CC=CC=2)C=CC=CC=1.C(OC([N:20]1[CH2:25][CH2:24][N:23]([S:26]([C:29]2[C:34]([Cl:35])=[CH:33][CH:32]=[C:31]([NH:36][C:37]3[C:40](=[O:41])[C:39](=[O:42])[C:38]=3Cl)[C:30]=2[OH:44])(=[O:28])=[O:27])[CH2:22][CH2:21]1)=O)(C)(C)C.[NH2:45][C:46]1[CH:51]=[CH:50][CH:49]=[CH:48][CH:47]=1, predict the reaction product. The product is: [Cl:35][C:34]1[CH:33]=[CH:32][C:31]([NH:36][C:37]2[C:40](=[O:41])[C:39](=[O:42])[C:38]=2[NH:45][C:46]2[CH:51]=[CH:50][CH:49]=[CH:48][CH:47]=2)=[C:30]([OH:44])[C:29]=1[S:26]([N:23]1[CH2:24][CH2:25][NH:20][CH2:21][CH2:22]1)(=[O:28])=[O:27]. (10) Given the reactants Cl[C:2]1[CH:11]=[C:10]2[C:5]([CH:6]=[C:7]([NH:12][C:13]([C@@H:15]3[CH2:17][C@@H:16]3[F:18])=[O:14])[N:8]=[CH:9]2)=[CH:4][N:3]=1.[CH3:19][C:20]1[CH:25]=[CH:24][N:23]=[CH:22][C:21]=1B(O)O.C(=O)([O-])[O-].[Na+].[Na+], predict the reaction product. The product is: [F:18][C@H:16]1[CH2:17][C@H:15]1[C:13]([NH:12][C:7]1[N:8]=[CH:9][C:10]2[C:5]([CH:6]=1)=[CH:4][N:3]=[C:2]([C:21]1[CH:22]=[N:23][CH:24]=[CH:25][C:20]=1[CH3:19])[CH:11]=2)=[O:14].